Dataset: Full USPTO retrosynthesis dataset with 1.9M reactions from patents (1976-2016). Task: Predict the reactants needed to synthesize the given product. (1) Given the product [Cl:33][C:34]1[CH:35]=[C:36]([NH:41][C:18]([C:17]2[CH:16]=[CH:15][C:14]([O:13][C:12]3[CH:11]=[C:10]4[C:5]([CH:6]([C:23]([O:25][CH3:26])=[O:24])[CH2:7][CH2:8][O:9]4)=[CH:4][C:3]=3[C:1]#[N:2])=[CH:22][CH:21]=2)=[O:19])[CH:37]=[CH:38][C:39]=1[Cl:40], predict the reactants needed to synthesize it. The reactants are: [C:1]([C:3]1[CH:4]=[C:5]2[C:10](=[CH:11][C:12]=1[O:13][C:14]1[CH:22]=[CH:21][C:17]([C:18](O)=[O:19])=[CH:16][CH:15]=1)[O:9][CH2:8][CH2:7][CH:6]2[C:23]([O:25][CH3:26])=[O:24])#[N:2].C(Cl)(=O)C(Cl)=O.[Cl:33][C:34]1[CH:35]=[C:36]([NH2:41])[CH:37]=[CH:38][C:39]=1[Cl:40].C(N(CC)C(C)C)(C)C. (2) Given the product [N:3]1([CH:9]2[CH2:10][CH2:11][N:12]([CH2:15][C:16]3[C:17]([C:34]4[CH:39]=[CH:38][CH:37]=[C:36]([C:40]([F:41])([F:42])[F:43])[CH:35]=4)=[N:18][C:19]4[C:24]([C:25]=3[C:26]([OH:28])=[O:27])=[CH:23][C:22]([S:30]([CH3:33])(=[O:31])=[O:32])=[CH:21][CH:20]=4)[CH2:13][CH2:14]2)[CH2:8][CH2:7][CH2:6][CH2:5][CH2:4]1, predict the reactants needed to synthesize it. The reactants are: [OH-].[K+].[N:3]1([CH:9]2[CH2:14][CH2:13][N:12]([CH2:15][C:16]3[C:17]([C:34]4[CH:39]=[CH:38][CH:37]=[C:36]([C:40]([F:43])([F:42])[F:41])[CH:35]=4)=[N:18][C:19]4[C:24]([C:25]=3[C:26]([O:28]C)=[O:27])=[CH:23][C:22]([S:30]([CH3:33])(=[O:32])=[O:31])=[CH:21][CH:20]=4)[CH2:11][CH2:10]2)[CH2:8][CH2:7][CH2:6][CH2:5][CH2:4]1. (3) Given the product [F:10][C:11]1[CH:12]=[CH:13][C:14]([C:17]2[N:9]=[C:4]3[CH2:3][CH:2]([CH3:1])[CH2:7][NH:6][C:5]3=[N:8][C:18]=2[C:20]2[CH:21]=[CH:22][C:23]([F:26])=[CH:24][CH:25]=2)=[CH:15][CH:16]=1, predict the reactants needed to synthesize it. The reactants are: [CH3:1][C:2]1[CH:3]=[C:4]([NH2:9])[C:5]([NH2:8])=[N:6][CH:7]=1.[F:10][C:11]1[CH:16]=[CH:15][C:14]([C:17](=O)[C:18]([C:20]2[CH:25]=[CH:24][C:23]([F:26])=[CH:22][CH:21]=2)=O)=[CH:13][CH:12]=1. (4) Given the product [Cl:1][C:2]1[CH:27]=[N:26][C:5]2[N:6]=[C:7]([N:12]3[CH2:17][CH2:16][N:15]([C:18]([O:20][C:21]([CH3:22])([CH3:23])[CH3:24])=[O:19])[C@@H:14]([CH3:25])[CH2:13]3)[C:8]3[N:9]([CH:28]=[N:11][N:10]=3)[C:4]=2[CH:3]=1, predict the reactants needed to synthesize it. The reactants are: [Cl:1][C:2]1[CH:27]=[N:26][C:5]2=[N:6][C:7]([N:12]3[CH2:17][CH2:16][N:15]([C:18]([O:20][C:21]([CH3:24])([CH3:23])[CH3:22])=[O:19])[C@@H:14]([CH3:25])[CH2:13]3)=[C:8]([NH:10][NH2:11])[N:9]=[C:4]2[CH:3]=1.[CH:28](OC)(OC)OC. (5) Given the product [C:1]([O:5][C:6]([N:8]1[CH2:12][CH2:11][CH:10]([N:13]([CH2:24][C:23]2[CH:26]=[CH:27][C:20]([Cl:19])=[CH:21][CH:22]=2)[CH2:14][C:15]([O:17][CH3:18])=[O:16])[CH2:9]1)=[O:7])([CH3:4])([CH3:3])[CH3:2], predict the reactants needed to synthesize it. The reactants are: [C:1]([O:5][C:6]([N:8]1[CH2:12][CH2:11][CH:10]([NH:13][CH2:14][C:15]([O:17][CH3:18])=[O:16])[CH2:9]1)=[O:7])([CH3:4])([CH3:3])[CH3:2].[Cl:19][C:20]1[CH:27]=[CH:26][C:23]([CH:24]=O)=[CH:22][CH:21]=1.C(O[BH-](OC(=O)C)OC(=O)C)(=O)C.[Na+].C(O)(=O)C. (6) Given the product [OH:9][C:10]1[C:11]([C:17]([NH:8][C:6]2[CH:5]=[CH:4][CH:3]=[C:2]([CH3:1])[N:7]=2)=[O:18])=[N:12][C:13]([CH3:16])=[CH:14][CH:15]=1, predict the reactants needed to synthesize it. The reactants are: [CH3:1][C:2]1[N:7]=[C:6]([NH2:8])[CH:5]=[CH:4][CH:3]=1.[OH:9][C:10]1[C:11]([C:17](O)=[O:18])=[N:12][C:13]([CH3:16])=[CH:14][CH:15]=1. (7) Given the product [CH3:17][S:18]([O:16][CH2:15][C:11]1([F:14])[CH2:10][CH2:9][N:8]([CH2:1][C:2]2[CH:3]=[CH:4][CH:5]=[CH:6][CH:7]=2)[CH2:13][CH2:12]1)(=[O:20])=[O:19], predict the reactants needed to synthesize it. The reactants are: [CH2:1]([N:8]1[CH2:13][CH2:12][C:11]([CH2:15][OH:16])([F:14])[CH2:10][CH2:9]1)[C:2]1[CH:7]=[CH:6][CH:5]=[CH:4][CH:3]=1.[CH3:17][S:18](O[S:18]([CH3:17])(=[O:20])=[O:19])(=[O:20])=[O:19].C1CCN2C(=NCCC2)CC1. (8) Given the product [O:21]1[C:15]2[CH:16]=[CH:17][C:8]([C:7]3[S:6][CH:5]=[C:4]([C:18](=[O:20])[CH3:19])[C:3]=3[O:2][CH3:1])=[CH:9][C:10]=2[CH2:11][CH2:12]1, predict the reactants needed to synthesize it. The reactants are: [CH3:1][O:2][C:3]1[C:4]([C:18](=[O:20])[CH3:19])=[CH:5][S:6][C:7]=1[C:8]1[CH:17]=[CH:16][C:15]2CC[CH2:12][CH2:11][C:10]=2[CH:9]=1.[O:21]1C2C=CC(C3SC=C(C#N)C=3OC)=CC=2CC1.